This data is from Reaction yield outcomes from USPTO patents with 853,638 reactions. The task is: Predict the reaction yield, written as a fraction of the theoretical maximum amount of product (1.0 means a 100% yield; for example, 0.34 means a 34% yield). (1) The reactants are [F:1][C:2]1[CH:3]=[C:4]([C:8]2[N:13]=[C:12]([CH3:14])[C:11]([C:15]([OH:17])=O)=[CH:10][N:9]=2)[CH:5]=[CH:6][CH:7]=1.[F:18][C:19]1[CH:20]=[C:21]2[C:25](=[CH:26][CH:27]=1)[N:24]([NH2:28])[CH:23]=[C:22]2[CH2:29][CH2:30][C:31]1[CH:32]=[N:33][CH:34]=[CH:35][CH:36]=1.C[N+]1(C2N=C(OC)N=C(OC)N=2)CCOCC1.[Cl-]. The catalyst is CN(C=O)C.C([O-])([O-])=O.[Na+].[Na+]. The product is [F:18][C:19]1[CH:20]=[C:21]2[C:25](=[CH:26][CH:27]=1)[N:24]([NH:28][C:15]([C:11]1[C:12]([CH3:14])=[N:13][C:8]([C:4]3[CH:5]=[CH:6][CH:7]=[C:2]([F:1])[CH:3]=3)=[N:9][CH:10]=1)=[O:17])[CH:23]=[C:22]2[CH2:29][CH2:30][C:31]1[CH:32]=[N:33][CH:34]=[CH:35][CH:36]=1. The yield is 0.0100. (2) The product is [CH3:22][C:20]1[S:21][C:17]([CH2:16][NH:7][CH2:6][C:5]2[CH:8]=[CH:9][C:10]([C:11]3[O:15][CH:14]=[N:13][CH:12]=3)=[C:3]([O:2][CH3:1])[CH:4]=2)=[CH:18][CH:19]=1. The reactants are [CH3:1][O:2][C:3]1[CH:4]=[C:5]([CH:8]=[CH:9][C:10]=1[C:11]1[O:15][CH:14]=[N:13][CH:12]=1)[CH2:6][NH2:7].[CH3:16][C:17]1[S:21][C:20]([CH:22]=O)=[CH:19][CH:18]=1. No catalyst specified. The yield is 0.530. (3) The reactants are Br[CH:2]([CH3:9])[CH2:3][C:4]([O:6][CH2:7][CH3:8])=[O:5].[NH:10]1[CH2:15][CH2:14][CH2:13][CH2:12][CH2:11]1. The catalyst is CN(C)C=O.C(OCC)(=O)C. The product is [N:10]1([CH2:9][CH2:2][CH2:3][C:4]([O:6][CH2:7][CH3:8])=[O:5])[CH2:15][CH2:14][CH2:13][CH2:12][CH2:11]1. The yield is 0.810. (4) The reactants are [CH3:1][O:2][C:3](=[O:12])[C:4]1[CH:9]=[CH:8][CH:7]=[C:6]([CH3:10])[C:5]=1[Br:11].C1C(=O)N([Br:20])C(=O)C1. The catalyst is ClCCl. The product is [CH3:1][O:2][C:3](=[O:12])[C:4]1[CH:9]=[CH:8][CH:7]=[C:6]([CH2:10][Br:20])[C:5]=1[Br:11]. The yield is 0.610. (5) The reactants are [NH2:1][C:2]1[CH:7]=[C:6]([CH3:8])[CH:5]=[C:4]([O:9][CH2:10][CH2:11][C:12]2[CH:17]=[CH:16][C:15]([C:18]#[N:19])=[CH:14][CH:13]=2)[CH:3]=1.[C:20]1([S:26](Cl)(=[O:28])=[O:27])[CH:25]=[CH:24][CH:23]=[CH:22][CH:21]=1.C([O-])(O)=O.[Na+]. The catalyst is N1C=CC=CC=1. The product is [C:18]([C:15]1[CH:14]=[CH:13][C:12]([CH2:11][CH2:10][O:9][C:4]2[CH:3]=[C:2]([NH:1][S:26]([C:20]3[CH:25]=[CH:24][CH:23]=[CH:22][CH:21]=3)(=[O:28])=[O:27])[CH:7]=[C:6]([CH3:8])[CH:5]=2)=[CH:17][CH:16]=1)#[N:19]. The yield is 0.970. (6) The yield is 0.550. The product is [CH3:1][CH2:2][C@H:3]1[O:18][C:16](=[O:17])[C@H:15]([CH3:19])[C@@H:14]([O:20][C@@H:21]2[O:26][C@@H:25]([CH3:27])[C@H:24]([OH:28])[C@@:23]([O:30][CH3:31])([CH3:29])[CH2:22]2)[C@H:13]([CH3:32])[C@@H:12]([O:33][C@@H:34]2[O:39][C@H:38]([CH3:40])[CH2:37][C@H:36]([NH:41][CH3:42])[C@H:35]2[OH:44])[C@@:11]([OH:46])([CH3:45])[CH2:10][C@@H:9]([CH3:47])[CH2:8][N:7]([CH3:48])[C@H:6]([CH3:49])[C@@H:5]([OH:50])[C@@:4]1([OH:52])[CH3:51]. The reactants are [CH3:1][CH2:2][C@H:3]1[O:18][C:16](=[O:17])[C@H:15]([CH3:19])[C@@H:14]([O:20][C@@H:21]2[O:26][C@@H:25]([CH3:27])[C@H:24]([OH:28])[C@@:23]([O:30][CH3:31])([CH3:29])[CH2:22]2)[C@H:13]([CH3:32])[C@@H:12]([O:33][C@@H:34]2[O:39][C@H:38]([CH3:40])[CH2:37][C@H:36]([N:41](C)[CH3:42])[C@H:35]2[OH:44])[C@@:11]([OH:46])([CH3:45])[CH2:10][C@@H:9]([CH3:47])[CH2:8][N:7]([CH3:48])[C@H:6]([CH3:49])[C@@H:5]([OH:50])[C@@:4]1([OH:52])[CH3:51].C([O-])(=O)C.[Na+].II.[OH-].[Na+].C(Cl)Cl.CO.[NH4+].[OH-].[NH4+].[OH-]. The catalyst is CO.O. (7) The reactants are [Cl:1][C:2]1[CH:7]=[CH:6][N:5]=[C:4]2[CH:8]=[C:9]([Sn](C)(C)C)[S:10][C:3]=12.Br[C:16]1[CH:21]=[CH:20][CH:19]=[C:18]([O:22][CH3:23])[N:17]=1. No catalyst specified. The product is [Cl:1][C:2]1[CH:7]=[CH:6][N:5]=[C:4]2[CH:8]=[C:9]([C:16]3[CH:21]=[CH:20][CH:19]=[C:18]([O:22][CH3:23])[N:17]=3)[S:10][C:3]=12. The yield is 0.630. (8) The reactants are CC1C=C2C(N=CC=C2)=C2C=1C=CC=N2.C([O-])([O-])=O.[Cs+].[Cs+].I[C:23]1[CH:24]=[C:25]([O:29][CH3:30])[CH:26]=[CH:27][CH:28]=1.[C:31]1([C@H:37]([OH:39])[CH3:38])[CH:36]=[CH:35][CH:34]=[CH:33][CH:32]=1. The catalyst is [Cu]I.C1(C)C=CC=CC=1. The product is [C:31]1([C@H:37]([O:39][C:23]2[CH:24]=[C:25]([O:29][CH3:30])[CH:26]=[CH:27][CH:28]=2)[CH3:38])[CH:36]=[CH:35][CH:34]=[CH:33][CH:32]=1. The yield is 0.760. (9) The reactants are [C:1]([O:5][C:6]([N:8]1[CH2:13][CH2:12][CH:11]([O:14][C:15]2[CH:20]=[CH:19][C:18]([N+:21]([O-])=O)=[C:17]([CH3:24])[N:16]=2)[CH2:10][CH2:9]1)=[O:7])([CH3:4])([CH3:3])[CH3:2]. The yield is 0.890. The product is [C:1]([O:5][C:6]([N:8]1[CH2:9][CH2:10][CH:11]([O:14][C:15]2[CH:20]=[CH:19][C:18]([NH2:21])=[C:17]([CH3:24])[N:16]=2)[CH2:12][CH2:13]1)=[O:7])([CH3:4])([CH3:3])[CH3:2]. The catalyst is [Pd].C(O)C. (10) The reactants are Cl.O.[Cl-].[NH4+].[Br:5][C:6]1[C:11]([C:12]2(O)[NH:17][C:16]3[C:18]([N+:22]([O-])=O)=[CH:19][CH:20]=[CH:21][C:15]=3[O:14][CH2:13]2)=[CH:10][CH:9]=[CH:8][N:7]=1. The catalyst is C(O)C.C(#N)C.[Fe]. The product is [Br:5][C:6]1[C:11]([C:12]2[CH2:13][O:14][C:15]3[C:16](=[C:18]([NH2:22])[CH:19]=[CH:20][CH:21]=3)[N:17]=2)=[CH:10][CH:9]=[CH:8][N:7]=1. The yield is 0.990.